Predict the reaction yield, written as a fraction of the theoretical maximum amount of product (1.0 means a 100% yield; for example, 0.34 means a 34% yield). From a dataset of Reaction yield outcomes from USPTO patents with 853,638 reactions. (1) The reactants are C(OC([NH:8][C@H:9]([C:14]([N:16]([CH3:29])[C@@H:17]([CH:26]([CH3:28])[CH3:27])/[CH:18]=[C:19](\[CH3:25])/[C:20]([O:22][CH2:23][CH3:24])=[O:21])=[O:15])[C@H:10]([CH3:13])[O:11][CH3:12])=O)(C)(C)C.Cl.O1CCOCC1. No catalyst specified. The product is [CH3:25]/[C:19](=[CH:18]\[C@@H:17]([N:16]([CH3:29])[C:14](=[O:15])[C@H:9]([C@H:10]([CH3:13])[O:11][CH3:12])[NH2:8])[CH:26]([CH3:28])[CH3:27])/[C:20]([O:22][CH2:23][CH3:24])=[O:21]. The yield is 1.00. (2) The reactants are C[O:2][C:3]([C:5]1[S:6][C:7]([C:27]2[CH:32]=[CH:31][CH:30]=[CH:29][CH:28]=2)=[CH:8][C:9]=1[N:10]([C@H:20]1[CH2:25][CH2:24][C@H:23]([OH:26])[CH2:22][CH2:21]1)[C:11]([C@H:13]1[CH2:18][CH2:17][C@H:16]([CH3:19])[CH2:15][CH2:14]1)=[O:12])=[O:4].O.[Li+].[OH-]. The catalyst is O1CCOCC1. The product is [OH:26][C@H:23]1[CH2:24][CH2:25][C@H:20]([N:10]([C:11]([C@H:13]2[CH2:14][CH2:15][C@H:16]([CH3:19])[CH2:17][CH2:18]2)=[O:12])[C:9]2[CH:8]=[C:7]([C:27]3[CH:28]=[CH:29][CH:30]=[CH:31][CH:32]=3)[S:6][C:5]=2[C:3]([OH:4])=[O:2])[CH2:21][CH2:22]1. The yield is 0.640. (3) The reactants are [NH2:1][CH2:2][C:3]([O:5]CC)=O.[CH:8](O)([CH2:10][CH3:11])[CH3:9]. The catalyst is C1(C)C=CC=CC=1. The product is [CH2:9]([C@@:2]1([CH3:9])[NH:1][C:3](=[O:5])[CH2:2][NH:1][C:3]1=[O:5])[C:8]1[CH:11]=[CH:10][CH:8]=[CH:11][CH:10]=1. The yield is 1.00. (4) The product is [CH:1]1([C:4]2[NH:8][N:7]=[C:6]([NH:9][C:10]3[C:11]([F:27])=[CH:12][CH:13]=[C:14]([NH:16][C@H:17]([C:19]4[CH:24]=[CH:23][C:22]([F:25])=[CH:21][CH:20]=4)[CH3:18])[N:15]=3)[CH:5]=2)[CH2:3][CH2:2]1. The yield is 0.260. No catalyst specified. The reactants are [CH:1]1([C:4]2[NH:8][N:7]=[C:6]([NH:9][C:10]3[N:15]=[C:14]([NH:16][C@H:17]([C:19]4[CH:24]=[CH:23][C:22]([F:25])=[CH:21][CH:20]=4)[CH3:18])[C:13](N)=[CH:12][CH:11]=3)[CH:5]=2)[CH2:3][CH2:2]1.[F:27]C1C=CC([C@@H](N)C)=CC=1. (5) The reactants are [CH2:1]([NH:8][CH2:9][C:10]1[NH:11][CH:12]=[C:13]([C:15]2[CH:20]=[CH:19][C:18]([C:21]3[CH:26]=[CH:25][CH:24]=[CH:23][CH:22]=3)=[CH:17][CH:16]=2)[N:14]=1)[C:2]1[CH:7]=[CH:6][CH:5]=[CH:4][CH:3]=1.C(=O)([O-])[O-].[K+].[K+].[Br-].[CH3:34][CH2:35][CH2:36][CH2:37][CH2:38][CH3:39].O. The catalyst is CN(C)C=O. The product is [CH2:1]([N:8]([CH2:9][C:10]1[NH:11][CH:12]=[C:13]([C:15]2[CH:16]=[CH:17][C:18]([C:21]3[CH:26]=[CH:25][CH:24]=[CH:23][CH:22]=3)=[CH:19][CH:20]=2)[N:14]=1)[CH2:34][CH2:35][CH2:36][CH2:37][CH2:38][CH3:39])[C:2]1[CH:3]=[CH:4][CH:5]=[CH:6][CH:7]=1. The yield is 0.130. (6) The reactants are C(=O)([O-])[O-].[Cs+].[Cs+].[CH3:7][C@@H:8]1[CH2:13][N:12]([C:14]2[N:18]=[C:17]([C:19]3([CH3:23])[CH2:22][O:21][CH2:20]3)[O:16][N:15]=2)[CH2:11][CH2:10][N:9]1[C:24]1[N:29]=[CH:28][C:27]([OH:30])=[CH:26][N:25]=1.Cl[CH2:32][C:33]1[C:38]([C:39]#[N:40])=[CH:37][N:36]=[CH:35][CH:34]=1. The catalyst is C(#N)C. The product is [CH3:7][C@@H:8]1[CH2:13][N:12]([C:14]2[N:18]=[C:17]([C:19]3([CH3:23])[CH2:20][O:21][CH2:22]3)[O:16][N:15]=2)[CH2:11][CH2:10][N:9]1[C:24]1[N:25]=[CH:26][C:27]([O:30][CH2:32][C:33]2[C:38]([C:39]#[N:40])=[CH:37][N:36]=[CH:35][CH:34]=2)=[CH:28][N:29]=1. The yield is 0.300. (7) The reactants are [Br:1][C:2]1[C:7]([CH3:8])=[CH:6][C:5]([OH:9])=[CH:4][C:3]=1[CH3:10].[C:11](OC(=O)C)(=[O:13])[CH3:12]. The catalyst is N1C=CC=CC=1.Cl. The product is [C:11]([O:9][C:5]1[CH:6]=[C:7]([CH3:8])[C:2]([Br:1])=[C:3]([CH3:10])[CH:4]=1)(=[O:13])[CH3:12]. The yield is 0.990.